From a dataset of Forward reaction prediction with 1.9M reactions from USPTO patents (1976-2016). Predict the product of the given reaction. (1) Given the reactants [F:1][C:2]1[CH:3]=[C:4]([CH:9]2[N:14]([C:15]([O:17][C:18]3[CH:23]=[CH:22][C:21]([N+:24]([O-:26])=[O:25])=[CH:20][CH:19]=3)=[O:16])[C:13]([O:27]C)=[N:12][C:11]([CH3:29])=[C:10]2[C:30]([O:32][CH3:33])=[O:31])[CH:5]=[CH:6][C:7]=1[F:8].[Br:34]Br, predict the reaction product. The product is: [Br:34][CH2:29][C:11]1[NH:12][C:13](=[O:27])[N:14]([C:15]([O:17][C:18]2[CH:23]=[CH:22][C:21]([N+:24]([O-:26])=[O:25])=[CH:20][CH:19]=2)=[O:16])[CH:9]([C:4]2[CH:5]=[CH:6][C:7]([F:8])=[C:2]([F:1])[CH:3]=2)[C:10]=1[C:30]([O:32][CH3:33])=[O:31]. (2) Given the reactants [Cl:1][C:2]1[CH:7]=[CH:6][CH:5]=[C:4]([N+:8]([O-])=O)[C:3]=1[F:11].[CH:12]([Mg]Br)=[CH2:13], predict the reaction product. The product is: [Cl:1][C:2]1[C:3]([F:11])=[C:4]2[C:5]([CH:12]=[CH:13][NH:8]2)=[CH:6][CH:7]=1.